Dataset: Catalyst prediction with 721,799 reactions and 888 catalyst types from USPTO. Task: Predict which catalyst facilitates the given reaction. (1) Reactant: [Cl:1][C:2]1[CH:3]=[C:4]([CH:7]=[CH:8][C:9]=1F)[C:5]#[N:6].[NH:11]1[CH2:16][CH2:15][NH:14][CH2:13][CH2:12]1.C(=O)([O-])[O-].[K+].[K+]. Product: [Cl:1][C:2]1[CH:3]=[C:4]([CH:7]=[CH:8][C:9]=1[N:11]1[CH2:16][CH2:15][NH:14][CH2:13][CH2:12]1)[C:5]#[N:6]. The catalyst class is: 10. (2) Reactant: [O:1]1CCO[CH:2]1[CH2:6][CH2:7][CH2:8][CH2:9][CH2:10][C:11]([NH:13][C:14]1[S:15][CH:16]=[C:17]([C:19]2[CH:24]=[CH:23][C:22]([O:25][CH3:26])=[CH:21][CH:20]=2)[N:18]=1)=[O:12].O.C1(C)C=CC(S(O)(=O)=O)=CC=1. Product: [CH3:26][O:25][C:22]1[CH:21]=[CH:20][C:19]([C:17]2[N:18]=[C:14]([NH:13][C:11](=[O:12])[CH2:10][CH2:9][CH2:8][CH2:7][CH2:6][CH:2]=[O:1])[S:15][CH:16]=2)=[CH:24][CH:23]=1. The catalyst class is: 95. (3) Reactant: [Br:1][C:2]1[CH:3]=[C:4]([O:20][C:21]2[CH:26]=[CH:25][CH:24]=[CH:23][CH:22]=2)[C:5]([NH:8][C:9]2[S:10][CH:11]=[C:12]([CH2:14][CH2:15]/[C:16](/[NH2:19])=[N:17]/[OH:18])[N:13]=2)=[N:6][CH:7]=1.C([O-])([O-])=O.[K+].[K+].[C:33](Cl)(=[O:35])[CH3:34]. Product: [C:33]([O:18]/[N:17]=[C:16](\[NH2:19])/[CH2:15][CH2:14][C:12]1[N:13]=[C:9]([NH:8][C:5]2[C:4]([O:20][C:21]3[CH:26]=[CH:25][CH:24]=[CH:23][CH:22]=3)=[CH:3][C:2]([Br:1])=[CH:7][N:6]=2)[S:10][CH:11]=1)(=[O:35])[CH3:34]. The catalyst class is: 21. (4) Reactant: [NH2:1][C@@H:2]([CH2:7][CH:8]1[CH2:13][CH2:12][CH2:11][CH2:10][O:9]1)[C:3](OC)=[O:4].[H-].[Al+3].[Li+].[H-].[H-].[H-]. Product: [NH2:1][C@@H:2]([CH2:7][CH:8]1[CH2:13][CH2:12][CH2:11][CH2:10][O:9]1)[CH2:3][OH:4]. The catalyst class is: 1. (5) Reactant: Br[C:2]1[CH:7]=[CH:6][C:5]([N:8]([CH3:12])[C:9](=[O:11])[CH3:10])=[CH:4][CH:3]=1.C(=O)([O-])[O-].[Cs+].[Cs+].C1C=CC(P(C2C(C3C(P(C4C=CC=CC=4)C4C=CC=CC=4)=CC=C4C=3C=CC=C4)=C3C(C=CC=C3)=CC=2)C2C=CC=CC=2)=CC=1.[NH:65]1[CH2:70][CH2:69][NH:68][CH2:67][CH2:66]1. Product: [CH3:12][N:8]([C:5]1[CH:6]=[CH:7][C:2]([N:65]2[CH2:70][CH2:69][NH:68][CH2:67][CH2:66]2)=[CH:3][CH:4]=1)[C:9](=[O:11])[CH3:10]. The catalyst class is: 160. (6) Product: [F:48][C:49]1[CH:50]=[C:51]([CH:67]=[CH:68][CH:69]=1)[CH2:52][O:53][C:54]1[CH:55]=[CH:56][C:57]([C:60]2[S:64][C:63]([CH2:65][NH:66][C:3](=[O:5])[CH:2]([OH:1])[CH2:6][CH2:7][CH2:8][CH2:9][CH2:10][CH2:11][C:12]3[S:16][CH:15]=[N:14][C:13]=3[CH3:17])=[N:62][N:61]=2)=[CH:58][CH:59]=1. Reactant: [OH:1][CH:2]([CH2:6][CH2:7][CH2:8][CH2:9][CH2:10][CH2:11][C:12]1[S:16][CH:15]=[N:14][C:13]=1[CH3:17])[C:3]([OH:5])=O.O.ON1C2C=CC=CC=2N=N1.Cl.CN(C)CCCN=C=NCC.C(N(CC)CC)C.[F:48][C:49]1[CH:50]=[C:51]([CH:67]=[CH:68][CH:69]=1)[CH2:52][O:53][C:54]1[CH:59]=[CH:58][C:57]([C:60]2[S:64][C:63]([CH2:65][NH2:66])=[N:62][N:61]=2)=[CH:56][CH:55]=1. The catalyst class is: 9. (7) Reactant: [C:12]([O:11][C:9](O[C:9]([O:11][C:12]([CH3:15])([CH3:14])[CH3:13])=[O:10])=[O:10])([CH3:15])([CH3:14])[CH3:13].[CH2:16]([NH2:19])[C:17]#[CH:18].O. Product: [CH2:16]([NH:19][C:9](=[O:10])[O:11][C:12]([CH3:13])([CH3:14])[CH3:15])[C:17]#[CH:18]. The catalyst class is: 7. (8) Reactant: [N:1]1([C:5]2[S:6][C@H:7]3[O:13][C@H:12]([CH2:14][OH:15])[C@@H:11]([OH:16])[C@H:10]([OH:17])[C@H:8]3[N:9]=2)[CH2:4][CH2:3][CH2:2]1.C(N(CC)CC)C.[CH3:25][C:26]1[CH:31]=[CH:30][C:29]([S:32](Cl)(=[O:34])=[O:33])=[CH:28][CH:27]=1. Product: [CH3:25][C:26]1[CH:31]=[CH:30][C:29]([S:32]([O:15][CH2:14][C@H:12]2[O:13][C@H:7]3[C@H:8]([N:9]=[C:5]([N:1]4[CH2:4][CH2:3][CH2:2]4)[S:6]3)[C@@H:10]([OH:17])[C@@H:11]2[OH:16])(=[O:34])=[O:33])=[CH:28][CH:27]=1. The catalyst class is: 3. (9) Reactant: [CH3:1][O:2][C:3]([C:5]1[N:6]=[C:7](I)[C:8]2[C:13]([C:14]=1[OH:15])=[CH:12][CH:11]=[C:10]([O:16][C:17]1[CH:22]=[CH:21][CH:20]=[C:19]([Cl:23])[CH:18]=1)[CH:9]=2)=[O:4].[C:25]([Cu])#[N:26].C(Cl)Cl. Product: [CH3:1][O:2][C:3]([C:5]1[N:6]=[C:7]([C:25]#[N:26])[C:8]2[C:13]([C:14]=1[OH:15])=[CH:12][CH:11]=[C:10]([O:16][C:17]1[CH:22]=[CH:21][CH:20]=[C:19]([Cl:23])[CH:18]=1)[CH:9]=2)=[O:4]. The catalyst class is: 3. (10) Reactant: C([N:4](CC)C(C)C)(C)C.[CH3:10][N:11]([CH3:16])[S:12](Cl)(=[O:14])=[O:13].[Cl:17][C:18]1[CH:43]=[CH:42][C:21]2[N:22]3[C:26]([CH2:27][NH:28][CH2:29][C:20]=2[CH:19]=1)=[N:25][N:24]=[C:23]3[CH:30]1[CH2:35][CH2:34][N:33]([C:36]2[N:41]=[CH:40][CH:39]=[CH:38][N:37]=2)[CH2:32][CH2:31]1. Product: [NH3:4].[CH3:10][N:11]([CH3:16])[S:12]([N:28]1[CH2:27][C:26]2[N:22]([C:23]([CH:30]3[CH2:31][CH2:32][N:33]([C:36]4[N:37]=[CH:38][CH:39]=[CH:40][N:41]=4)[CH2:34][CH2:35]3)=[N:24][N:25]=2)[C:21]2[CH:42]=[CH:43][C:18]([Cl:17])=[CH:19][C:20]=2[CH2:29]1)(=[O:14])=[O:13]. The catalyst class is: 4.